From a dataset of Forward reaction prediction with 1.9M reactions from USPTO patents (1976-2016). Predict the product of the given reaction. (1) Given the reactants [C:1]([OH:5])(=[O:4])[CH:2]=[CH2:3].[C:6]([O:9][CH3:10])(=[O:8])[CH3:7], predict the reaction product. The product is: [C:6]([O:9][CH3:10])(=[O:8])[CH3:7].[C:1]([O:5][CH3:6])(=[O:4])[CH:2]=[CH2:3]. (2) Given the reactants C([Si]([O:8][CH2:9][C:10]1[CH:14]=[C:13]([CH2:15]B2OCC(C)(C)CO2)[O:12][C:11]=1[CH3:24])(C)C)(C)(C)C.BrC1[CH:31]=[CH:30][CH:29]=[C:28]([O:32][CH3:33])[N:27]=1.C(=O)([O-])[O-].[Na+].[Na+].COCCOC, predict the reaction product. The product is: [CH3:33][O:32][C:28]1[N:27]=[C:15]([C:13]2[O:12][C:11]([CH3:24])=[C:10]([CH2:9][OH:8])[CH:14]=2)[CH:31]=[CH:30][CH:29]=1. (3) Given the reactants CO[C:3](=[O:44])[C:4]1[CH:9]=[CH:8][CH:7]=[C:6]([CH2:10][O:11][C:12]2[CH:17]=[CH:16][C:15]([C:18]3[CH:23]=[C:22]([F:24])[C:21]([F:25])=[CH:20][C:19]=3[F:26])=[CH:14][CH:13]=2)[C:5]=1[NH:27][N:28](C(OC(C)(C)C)=O)[CH2:29][C@@H:30]1[CH2:34][O:33]C(C)(C)[O:31]1.Cl, predict the reaction product. The product is: [OH:31][C@@H:30]([CH2:34][OH:33])[CH2:29][N:28]1[C:3](=[O:44])[C:4]2[C:5](=[C:6]([CH2:10][O:11][C:12]3[CH:13]=[CH:14][C:15]([C:18]4[CH:23]=[C:22]([F:24])[C:21]([F:25])=[CH:20][C:19]=4[F:26])=[CH:16][CH:17]=3)[CH:7]=[CH:8][CH:9]=2)[NH:27]1. (4) Given the reactants Cl.[O:2]=[C:3]1[NH:9][C:8]2[CH:10]=[CH:11][C:12]([C:14]([O:16][CH3:17])=[O:15])=[CH:13][C:7]=2[CH2:6][NH:5][CH2:4]1.CCN(C(C)C)C(C)C.[CH3:27][O:28][C:29]1[CH:34]=[CH:33][C:32]([S:35](Cl)(=[O:37])=[O:36])=[CH:31][CH:30]=1, predict the reaction product. The product is: [CH3:27][O:28][C:29]1[CH:30]=[CH:31][C:32]([S:35]([N:5]2[CH2:6][C:7]3[CH:13]=[C:12]([C:14]([O:16][CH3:17])=[O:15])[CH:11]=[CH:10][C:8]=3[NH:9][C:3](=[O:2])[CH2:4]2)(=[O:37])=[O:36])=[CH:33][CH:34]=1. (5) Given the reactants Br[C:2]1[C:3]([C:16]2[CH:21]=[CH:20][CH:19]=[CH:18][CH:17]=2)=[N:4][C:5]2[C:10]([N:11]=1)=[CH:9][C:8]([C:12]([O:14]C)=[O:13])=[CH:7][CH:6]=2.[CH3:22][O:23][C:24]1[CH:25]=[C:26](B(O)O)[CH:27]=[CH:28][C:29]=1[O:30][CH3:31], predict the reaction product. The product is: [CH3:22][O:23][C:24]1[CH:25]=[C:26]([C:2]2[C:3]([C:16]3[CH:17]=[CH:18][CH:19]=[CH:20][CH:21]=3)=[N:4][C:5]3[C:10]([N:11]=2)=[CH:9][C:8]([C:12]([OH:14])=[O:13])=[CH:7][CH:6]=3)[CH:27]=[CH:28][C:29]=1[O:30][CH3:31]. (6) Given the reactants [CH2:1]([N:5]1[C:14]2[C:9](=[CH:10][CH:11]=[CH:12][N:13]=2)[C:8](Cl)=[C:7]([C:16]2[NH:21][C:20]3[CH:22]=[CH:23][CH:24]=[CH:25][C:19]=3[S:18](=[O:27])(=[O:26])[N:17]=2)[C:6]1=[O:28])[CH2:2][CH2:3][CH3:4].[N-:29]=[N+:30]=[N-:31].[Na+], predict the reaction product. The product is: [N:29]([C:8]1[C:9]2[C:14](=[N:13][CH:12]=[CH:11][CH:10]=2)[N:5]([CH2:1][CH2:2][CH2:3][CH3:4])[C:6](=[O:28])[C:7]=1[C:16]1[NH:21][C:20]2[CH:22]=[CH:23][CH:24]=[CH:25][C:19]=2[S:18](=[O:26])(=[O:27])[N:17]=1)=[N+:30]=[N-:31]. (7) Given the reactants [CH3:1][O:2][C:3]1[CH:4]=[C:5]([CH:11]=[CH:12][C:13]=1[O:14][CH3:15])/[CH:6]=[CH:7]/[C:8]([OH:10])=[O:9].Cl[CH2:17][CH2:18][CH2:19][CH2:20][CH2:21][CH2:22][OH:23], predict the reaction product. The product is: [CH3:1][O:2][C:3]1[CH:4]=[C:5](/[CH:6]=[CH:7]/[C:8]([O:10][CH2:17][CH2:18][CH2:19][CH2:20][CH2:21][CH2:22][OH:23])=[O:9])[CH:11]=[CH:12][C:13]=1[O:14][CH3:15]. (8) Given the reactants Cl[CH2:2][C:3]1[NH:4][C:5](=[O:29])[C:6]2[S:11][C:10]([N:12]3[CH2:17][CH2:16][CH:15]([O:18][C:19]4[CH:24]=[CH:23][CH:22]=[CH:21][C:20]=4[C:25]([F:28])([F:27])[F:26])[CH2:14][CH2:13]3)=[N:9][C:7]=2[N:8]=1.[SH:30][C:31]1[CH:36]=[CH:35][CH:34]=[CH:33][N:32]=1.C(N(CC)CC)C, predict the reaction product. The product is: [N:32]1[CH:33]=[CH:34][CH:35]=[CH:36][C:31]=1[S:30][CH2:2][C:3]1[NH:4][C:5](=[O:29])[C:6]2[S:11][C:10]([N:12]3[CH2:17][CH2:16][CH:15]([O:18][C:19]4[CH:24]=[CH:23][CH:22]=[CH:21][C:20]=4[C:25]([F:28])([F:27])[F:26])[CH2:14][CH2:13]3)=[N:9][C:7]=2[N:8]=1. (9) Given the reactants Br[C:2]1[CH:7]=[CH:6][CH:5]=[C:4]([Br:8])[N:3]=1.[F:9][C:10]1[CH:15]=[CH:14][C:13](B(O)O)=[C:12]([CH3:19])[CH:11]=1.C(=O)([O-])[O-].[Tl+2], predict the reaction product. The product is: [Br:8][C:4]1[CH:5]=[CH:6][CH:7]=[C:2]([C:13]2[CH:14]=[CH:15][C:10]([F:9])=[CH:11][C:12]=2[CH3:19])[N:3]=1.